The task is: Regression. Given a peptide amino acid sequence and an MHC pseudo amino acid sequence, predict their binding affinity value. This is MHC class II binding data.. This data is from Peptide-MHC class II binding affinity with 134,281 pairs from IEDB. (1) The peptide sequence is LDIELQKTEATQLAT. The MHC is DRB1_0701 with pseudo-sequence DRB1_0701. The binding affinity (normalized) is 0.895. (2) The peptide sequence is PSAEFRRTAPPSLYG. The MHC is DRB1_1501 with pseudo-sequence DRB1_1501. The binding affinity (normalized) is 0.332. (3) The peptide sequence is LQYGWKTWGKNLVFS. The MHC is DRB1_0404 with pseudo-sequence DRB1_0404. The binding affinity (normalized) is 0. (4) The peptide sequence is AAGYVSGVAALVRSR. The MHC is HLA-DQA10301-DQB10302 with pseudo-sequence HLA-DQA10301-DQB10302. The binding affinity (normalized) is 0.239.